This data is from Reaction yield outcomes from USPTO patents with 853,638 reactions. The task is: Predict the reaction yield, written as a fraction of the theoretical maximum amount of product (1.0 means a 100% yield; for example, 0.34 means a 34% yield). The product is [CH:24]([C@@H:27]1[CH2:31][O:30][C:29](=[O:32])[N:28]1[C:1](=[O:7])/[C:2](/[CH3:3])=[CH:4]/[CH3:5])([CH3:26])[CH3:25]. The reactants are [C:1]([OH:7])(=O)/[C:2](=[CH:4]/[CH3:5])/[CH3:3].C(N(CC)CC)C.C(Cl)(=O)C(C)(C)C.[Cl-].[Li+].[CH:24]([C@@H:27]1[CH2:31][O:30][C:29](=[O:32])[NH:28]1)([CH3:26])[CH3:25]. The yield is 0.780. The catalyst is O1CCCC1.